This data is from Reaction yield outcomes from USPTO patents with 853,638 reactions. The task is: Predict the reaction yield, written as a fraction of the theoretical maximum amount of product (1.0 means a 100% yield; for example, 0.34 means a 34% yield). (1) The reactants are OO.C(OC(C(F)(F)F)=O)(C(F)(F)F)=[O:4].[O:16]1[CH2:22][CH2:21][CH2:20][N:19]([CH2:23][CH2:24][NH:25][C:26]2[N:27]=[N+:28]([O-:39])[C:29]3[CH:38]=[C:37]4[C:33]([CH2:34][CH2:35][CH2:36]4)=[CH:32][C:30]=3[N:31]=2)[CH2:18][CH2:17]1.C(O)(C(F)(F)F)=O. The catalyst is C(Cl)Cl.C(Cl)(Cl)Cl.N. The product is [O:16]1[CH2:22][CH2:21][CH2:20][N:19]([CH2:23][CH2:24][NH:25][C:26]2[N:27]=[N+:28]([O-:39])[C:29]3[CH:38]=[C:37]4[C:33]([CH2:34][CH2:35][CH2:36]4)=[CH:32][C:30]=3[N+:31]=2[O-:4])[CH2:18][CH2:17]1. The yield is 0.420. (2) The reactants are [C:1]([O:5][C:6]([NH:8][C@H:9]([CH2:29][C:30]1[CH:35]=[C:34]([F:36])[C:33]([F:37])=[CH:32][C:31]=1[F:38])[CH2:10][C:11]([N:13]1[CH2:18][CH2:17][N:16]2[C:19]([C:25]([F:28])([F:27])[F:26])=[N:20][C:21]([C:22](O)=[O:23])=[C:15]2[CH2:14]1)=[O:12])=[O:7])([CH3:4])([CH3:3])[CH3:2].Cl.[NH:40]1[CH2:45][CH2:44][S:43](=[O:47])(=[O:46])[CH2:42][CH2:41]1.O=C1N([ClH]P([ClH]N2CCOC2=O)=O)CCO1.C(N(CC)CC)C. The catalyst is ClCCl.CN(C)C=O. The product is [C:1]([O:5][C:6](=[O:7])[NH:8][C@H:9]([CH2:29][C:30]1[CH:35]=[C:34]([F:36])[C:33]([F:37])=[CH:32][C:31]=1[F:38])[CH2:10][C:11]([N:13]1[CH2:18][CH2:17][N:16]2[C:19]([C:25]([F:28])([F:26])[F:27])=[N:20][C:21]([C:22]([N:40]3[CH2:45][CH2:44][S:43](=[O:47])(=[O:46])[CH2:42][CH2:41]3)=[O:23])=[C:15]2[CH2:14]1)=[O:12])([CH3:2])([CH3:4])[CH3:3]. The yield is 0.940.